This data is from Reaction yield outcomes from USPTO patents with 853,638 reactions. The task is: Predict the reaction yield, written as a fraction of the theoretical maximum amount of product (1.0 means a 100% yield; for example, 0.34 means a 34% yield). (1) The reactants are [CH:1]1[C:13]2[N:12]([C:14]3[CH:19]=[CH:18][CH:17]=[C:16]([CH2:20][N:21]([CH3:26])[CH2:22][CH2:23][NH:24][CH3:25])[C:15]=3[OH:27])[C:11]3[C:6](=[CH:7][CH:8]=[CH:9][CH:10]=3)[C:5]=2[CH:4]=[CH:3][CH:2]=1.Br[CH2:29][C:30]1[CH:35]=[C:34]([Br:36])[CH:33]=[C:32]([Br:37])[C:31]=1[OH:38].C(N(CC)CC)C. The catalyst is C1COCC1. The product is [CH:1]1[C:13]2[N:12]([C:14]3[C:15]([OH:27])=[C:16]([CH:17]=[CH:18][CH:19]=3)[CH2:20][N:21]([CH3:26])[CH2:22][CH2:23][N:24]([CH2:29][C:30]3[CH:35]=[C:34]([Br:36])[CH:33]=[C:32]([Br:37])[C:31]=3[OH:38])[CH3:25])[C:11]3[C:6](=[CH:7][CH:8]=[CH:9][CH:10]=3)[C:5]=2[CH:4]=[CH:3][CH:2]=1. The yield is 0.570. (2) The reactants are [C:1]1([CH3:19])[CH:6]=[CH:5][CH:4]=[CH:3][C:2]=1[O:7][CH:8]([C:10]1[CH:18]=[CH:17][C:13]([C:14]([OH:16])=O)=[CH:12][CH:11]=1)[CH3:9].CN(C(ON1N=NC2C=CC=NC1=2)=[N+](C)C)C.F[P-](F)(F)(F)(F)F.C(N(CC)CC)C.[NH2:51][CH2:52][C:53]1[C:54]([OH:61])=[N:55][C:56]([CH3:60])=[CH:57][C:58]=1[CH3:59]. The catalyst is ClCCl. The product is [OH:61][C:54]1[C:53]([CH2:52][NH:51][C:14](=[O:16])[C:13]2[CH:12]=[CH:11][C:10]([CH:8]([O:7][C:2]3[CH:3]=[CH:4][CH:5]=[CH:6][C:1]=3[CH3:19])[CH3:9])=[CH:18][CH:17]=2)=[C:58]([CH3:59])[CH:57]=[C:56]([CH3:60])[N:55]=1. The yield is 0.300. (3) The reactants are [CH2:1]1[C:10]2[CH:9]=[CH:8][CH:7]=[C:6](C=O)[C:5]=2[CH2:4][CH2:3][C:2]21[O:16][CH2:15][CH2:14][O:13]2.[Br:17]C1C=CC=C2C=1CCC(=O)C2.C(O)CO.C1(C)C=CC(S(O)(=O)=O)=CC=1. The catalyst is C1C=CC=CC=1.CCOCC. The product is [Br:17][C:6]1[CH:7]=[CH:8][CH:9]=[C:10]2[C:5]=1[CH2:4][CH2:3][C:2]1([O:16][CH2:15][CH2:14][O:13]1)[CH2:1]2. The yield is 0.980. (4) The reactants are [Br:1][C:2]1[CH:8]=[C:7]([N+:9]([O-])=O)[C:5]([NH2:6])=[C:4]([F:12])[CH:3]=1.[Cl-].[NH4+]. The catalyst is C1COCC1.CCO.O.[Fe]. The product is [Br:1][C:2]1[CH:8]=[C:7]([NH2:9])[C:5]([NH2:6])=[C:4]([F:12])[CH:3]=1. The yield is 0.990. (5) The reactants are [NH2:1][C:2]1[C:3]([C:10]([NH2:12])=[O:11])=[N:4][NH:5][C:6]=1[CH:7]([CH3:9])[CH3:8].N[C:14](N)=[O:15].C(O)(=O)C. The catalyst is [OH-].[Na+]. The product is [OH:15][C:14]1[N:12]=[C:10]([OH:11])[C:3]2[NH:4][N:5]=[C:6]([CH:7]([CH3:9])[CH3:8])[C:2]=2[N:1]=1. The yield is 0.785.